From a dataset of Catalyst prediction with 721,799 reactions and 888 catalyst types from USPTO. Predict which catalyst facilitates the given reaction. Reactant: [N:1]1([C:9]([O:11][CH2:12][CH:13]2[C:25]3[CH:24]=[CH:23][CH:22]=[CH:21][C:20]=3[C:19]3[C:14]2=[CH:15][CH:16]=[CH:17][CH:18]=3)=[O:10])[CH2:5][CH2:4][CH:3]2[CH2:6][NH:7][CH2:8][CH:2]12.Cl[C:27]1[C:36]2[C:31](=[N:32][CH:33]=[CH:34][N:35]=2)[CH:30]=[C:29]([Cl:37])[N:28]=1. The catalyst class is: 12. Product: [Cl:37][C:29]1[N:28]=[C:27]([N:7]2[CH2:6][CH:3]3[CH:2]([N:1]([C:9]([O:11][CH2:12][CH:13]4[C:25]5[CH:24]=[CH:23][CH:22]=[CH:21][C:20]=5[C:19]5[C:14]4=[CH:15][CH:16]=[CH:17][CH:18]=5)=[O:10])[CH2:5][CH2:4]3)[CH2:8]2)[C:36]2[C:31](=[N:32][CH:33]=[CH:34][N:35]=2)[CH:30]=1.